Dataset: Forward reaction prediction with 1.9M reactions from USPTO patents (1976-2016). Task: Predict the product of the given reaction. (1) The product is: [Br:1][C:2]1[CH:31]=[CH:30][C:29]([F:32])=[CH:28][C:3]=1[O:4][CH:5]1[CH2:10][CH2:9][N:8]([C:11]2[N:12]=[CH:13][C:14]([C:17]3[CH:18]=[N:19][CH:20]=[C:21]([CH:27]=3)[C:22]([OH:24])=[O:23])=[N:15][CH:16]=2)[CH2:7][CH2:6]1. Given the reactants [Br:1][C:2]1[CH:31]=[CH:30][C:29]([F:32])=[CH:28][C:3]=1[O:4][CH:5]1[CH2:10][CH2:9][N:8]([C:11]2[N:12]=[CH:13][C:14]([C:17]3[CH:18]=[N:19][CH:20]=[C:21]([CH:27]=3)[C:22]([O:24]CC)=[O:23])=[N:15][CH:16]=2)[CH2:7][CH2:6]1, predict the reaction product. (2) Given the reactants [C:1]1([CH2:7][CH2:8][C:9](Cl)=[O:10])[CH:6]=[CH:5][CH:4]=[CH:3][CH:2]=1.C(N(CC)CC)C.[Br:19][C:20]1[CH:21]=[C:22]2[C:26](=[CH:27][CH:28]=1)[N:25]([CH2:29][CH:30]1[CH2:35][CH2:34][NH:33][CH2:32][CH2:31]1)[CH:24]=[CH:23]2.CO.ClCCl, predict the reaction product. The product is: [Br:19][C:20]1[CH:21]=[C:22]2[C:26](=[CH:27][CH:28]=1)[N:25]([CH2:29][CH:30]1[CH2:31][CH2:32][N:33]([C:9](=[O:10])[CH2:8][CH2:7][C:1]3[CH:6]=[CH:5][CH:4]=[CH:3][CH:2]=3)[CH2:34][CH2:35]1)[CH:24]=[CH:23]2. (3) Given the reactants [CH2:1]([N:4]([CH2:11][C:12]1[CH:17]=[CH:16][CH:15]=[CH:14][CH:13]=1)[CH2:5][C:6]([N:8]([CH3:10])[CH3:9])=O)[CH:2]=[CH2:3].C([Mg]Br)(C)C, predict the reaction product. The product is: [CH2:11]([N:4]1[CH2:1][C@H:2]2[C@:6]([N:8]([CH3:10])[CH3:9])([CH2:3]2)[CH2:5]1)[C:12]1[CH:17]=[CH:16][CH:15]=[CH:14][CH:13]=1. (4) Given the reactants [Cl:1][C:2]1[CH:10]=[CH:9][CH:8]=[CH:7][C:3]=1[C:4]([OH:6])=O.[F:11][C:12]1([F:27])[CH2:17][CH2:16][C:15]([CH2:25][NH2:26])([C:18]2[CH:19]=[N:20][C:21]([CH3:24])=[N:22][CH:23]=2)[CH2:14][CH2:13]1, predict the reaction product. The product is: [Cl:1][C:2]1[CH:10]=[CH:9][CH:8]=[CH:7][C:3]=1[C:4]([NH:26][CH2:25][C:15]1([C:18]2[CH:23]=[N:22][C:21]([CH3:24])=[N:20][CH:19]=2)[CH2:16][CH2:17][C:12]([F:11])([F:27])[CH2:13][CH2:14]1)=[O:6].